From a dataset of Peptide-MHC class I binding affinity with 185,985 pairs from IEDB/IMGT. Regression. Given a peptide amino acid sequence and an MHC pseudo amino acid sequence, predict their binding affinity value. This is MHC class I binding data. (1) The peptide sequence is IVDTVSALVY. The MHC is HLA-A29:02 with pseudo-sequence HLA-A29:02. The binding affinity (normalized) is 0.637. (2) The peptide sequence is MQLQLNCAY. The MHC is HLA-B35:01 with pseudo-sequence HLA-B35:01. The binding affinity (normalized) is 0.674.